This data is from Full USPTO retrosynthesis dataset with 1.9M reactions from patents (1976-2016). The task is: Predict the reactants needed to synthesize the given product. (1) The reactants are: [CH3:1][NH:2][CH2:3][C:4]1[C:12]2[C:7](=[CH:8][CH:9]=[CH:10][CH:11]=2)[NH:6][C:5]=1[CH3:13].[CH3:14][N:15]1[CH2:21][C:20]2[CH:22]=[C:23]([CH:26]=[CH:27][C:28](O)=[O:29])[CH:24]=[N:25][C:19]=2[NH:18][C:17](=[O:31])[CH2:16]1. Given the product [CH3:1][N:2]([CH2:3][C:4]1[C:12]2[C:7](=[CH:8][CH:9]=[CH:10][CH:11]=2)[NH:6][C:5]=1[CH3:13])[C:28](=[O:29])/[CH:27]=[CH:26]/[C:23]1[CH:24]=[N:25][C:19]2[NH:18][C:17](=[O:31])[CH2:16][N:15]([CH3:14])[CH2:21][C:20]=2[CH:22]=1, predict the reactants needed to synthesize it. (2) Given the product [Cl:1][C:2]1[CH:3]=[C:4]([NH:19][C:20]2[C:30]3[CH:29]=[C:28]([C:31]([NH:34][CH2:35][CH2:36][N:37]4[CH2:42][CH2:41][CH:40]([OH:43])[CH2:39][CH2:38]4)=[O:32])[CH2:27][CH2:26][NH:25][C:24]=3[N:23]=[CH:22][N:21]=2)[CH:5]=[CH:6][C:7]=1[O:8][C:9]1[CH:14]=[CH:13][CH:12]=[C:11]([C:15]([F:18])([F:16])[F:17])[CH:10]=1, predict the reactants needed to synthesize it. The reactants are: [Cl:1][C:2]1[CH:3]=[C:4]([NH:19][C:20]2[C:30]3[CH:29]=[C:28]([C:31](O)=[O:32])[CH2:27][CH2:26][NH:25][C:24]=3[N:23]=[CH:22][N:21]=2)[CH:5]=[CH:6][C:7]=1[O:8][C:9]1[CH:14]=[CH:13][CH:12]=[C:11]([C:15]([F:18])([F:17])[F:16])[CH:10]=1.[NH2:34][CH2:35][CH2:36][N:37]1[CH2:42][CH2:41][CH:40]([OH:43])[CH2:39][CH2:38]1.ON1C2C=CC=CC=2N=N1.Cl.C(N=C=NCCCN(C)C)C. (3) Given the product [C:21]1([CH3:29])[CH:26]=[CH:25][CH:24]=[C:23]([N:27]2[C:5]([C:7]3[CH:17]=[CH:16][C:10]4[O:11][CH2:12][C:13](=[O:15])[NH:14][C:9]=4[CH:8]=3)=[CH:4][C:3]([C:2]([F:20])([F:19])[F:1])=[N:28]2)[CH:22]=1, predict the reactants needed to synthesize it. The reactants are: [F:1][C:2]([F:20])([F:19])[C:3](O)=[CH:4][C:5]([C:7]1[CH:17]=[CH:16][C:10]2[O:11][CH2:12][C:13](=[O:15])[NH:14][C:9]=2[CH:8]=1)=O.[C:21]1([CH3:29])[CH:26]=[CH:25][CH:24]=[C:23]([NH:27][NH2:28])[CH:22]=1. (4) Given the product [NH2:28][C:25]1[N:24]=[CH:23][C:22]([C:21]#[C:20][C:19]2[C:14]([N:11]3[CH2:12][CH2:13][NH:8][CH2:9][CH2:10]3)=[N:15][CH:16]=[N:17][C:18]=2[CH3:29])=[CH:27][CH:26]=1, predict the reactants needed to synthesize it. The reactants are: C(OC([N:8]1[CH2:13][CH2:12][N:11]([C:14]2[C:19]([C:20]#[C:21][C:22]3[CH:23]=[N:24][C:25]([NH2:28])=[CH:26][CH:27]=3)=[C:18]([CH3:29])[N:17]=[CH:16][N:15]=2)[CH2:10][CH2:9]1)=O)(C)(C)C.